Regression. Given a peptide amino acid sequence and an MHC pseudo amino acid sequence, predict their binding affinity value. This is MHC class II binding data. From a dataset of Peptide-MHC class II binding affinity with 134,281 pairs from IEDB. (1) The binding affinity (normalized) is 0.330. The MHC is DRB1_0405 with pseudo-sequence DRB1_0405. The peptide sequence is HTSVEADVDAALEVL. (2) The peptide sequence is CADARMYGVLPWNAFPGKVC. The MHC is H-2-IAk with pseudo-sequence H-2-IAk. The binding affinity (normalized) is 0.0833.